The task is: Predict the reaction yield, written as a fraction of the theoretical maximum amount of product (1.0 means a 100% yield; for example, 0.34 means a 34% yield).. This data is from Reaction yield outcomes from USPTO patents with 853,638 reactions. The reactants are [C:1]([O:5][C:6](=[O:39])[NH:7][CH:8]([C:34](=[O:38])[N:35]([CH3:37])[CH3:36])[CH2:9][C:10]1[CH:15]=[CH:14][C:13]([C:16]2[CH:21]=[CH:20][C:19]([CH2:22][CH2:23][C:24](=[O:33])[NH:25][O:26]C3C=CC=CC=3)=[CH:18][CH:17]=2)=[CH:12][CH:11]=1)([CH3:4])([CH3:3])[CH3:2].[H][H]. The catalyst is CO.[Pd]. The product is [C:1]([O:5][C:6](=[O:39])[NH:7][CH:8]([C:34](=[O:38])[N:35]([CH3:37])[CH3:36])[CH2:9][C:10]1[CH:15]=[CH:14][C:13]([C:16]2[CH:21]=[CH:20][C:19]([CH2:22][CH2:23][C:24](=[O:33])[NH:25][OH:26])=[CH:18][CH:17]=2)=[CH:12][CH:11]=1)([CH3:2])([CH3:4])[CH3:3]. The yield is 0.970.